Dataset: Experimentally validated miRNA-target interactions with 360,000+ pairs, plus equal number of negative samples. Task: Binary Classification. Given a miRNA mature sequence and a target amino acid sequence, predict their likelihood of interaction. (1) The miRNA is hsa-miR-6841-3p with sequence ACCUUGCAUCUGCAUCCCCAG. The protein sequence of the target gene is MGLLTILKKMKQKERDVRLLMLGLDNAGKTTILKKFNGEDVDTISPTLGFNIKTLEHRGFKLNIWDVGGQKSLRSYWRNYFESTDGLIWVVDSADRQRMQDCQRELQSLLVEERLAGATLLIFANKQDLPGALSCNAIQEALELDSIRSHHWRIQGCSAVTGEDLLPGIDWLLDDISSRVFTAD. Result: 0 (no interaction). (2) The miRNA is hsa-miR-1243 with sequence AACUGGAUCAAUUAUAGGAGUG. The protein sequence of the target gene is MSSGADGGGGAAVAARSDKGSPGEDGFVPSALGTREHWDAVYERELQTFREYGDTGEIWFGEESMNRLIRWMQKHKIPLDASVLDIGTGNGVFLVELAKFGFSNITGIDYSPSAIQLSGSIIEKEGLSNIKLKVEDFLNLSTQLSGFHICIDKGTFDAISLNPDNAIEKRKQYVKSLSRVLKVKGFFLITSCNWTKEELLNEFSEGWSTVAGFWLTAALTSWAQAIFSTSASRVGGTTGTHHHAWIIFVFLAETRFCHVVQAGLELLGSSDSPTWPPKVLGLYHARPSLAF. Result: 0 (no interaction). (3) The miRNA is hsa-miR-192-5p with sequence CUGACCUAUGAAUUGACAGCC. The protein sequence of the target gene is MVDYHAANQAYQYGPSSGGNGTGGGGGMGDYMAQEDDWDRDLLLDPAWEKQQRKTFTAWCNSHLRKAGTQIENIDEDFRDGLKLMLLLEVISGERLPKPERGKMRVHKINNVNKALDFIASKGVKLVSIGAEEIVDGNAKMTLGMIWTIILRFAIQDISVEETSAKEGLLLWCQRKTAPYKNVNVQNFHISWKDGLAFNALIHRHRPELIEYDKLRKDDPVTNLNNAFEVAEKYLDIPKMLDAEDIVNTARPDEKAIMTYVSSFYHAFSGAQKAETAANRICKVLAVNQENEHLMEDYER.... Result: 0 (no interaction). (4) The miRNA is hsa-miR-593-5p with sequence AGGCACCAGCCAGGCAUUGCUCAGC. The protein sequence of the target gene is MAGNSLVLPIVLWGRKAPTHCISAVLLTDDGATIVTGCHDGQICLWDLSVELQINPRALLFGHTASITCLSKACASSDKQYIVSASESGEMCLWDVSDGRCIEFTKLACTHTGIQFYQFSVGNQREGRLLCHGHYPEILVVDATSLEVLYSLVSKISPDWISSMSIIRSHRTQEDTVVALSVTGILKVWIVTSEISDMQDTEPIFEEESKPIYCQNCQSISFCAFTQRSLLVVCSKYWRVFDAGDYSLLCSGPSENGQTWTGGDFVSSDKVIIWTENGQSYIYKLPASCLPASDSFRSDV.... Result: 0 (no interaction). (5) The miRNA is hsa-miR-452-5p with sequence AACUGUUUGCAGAGGAAACUGA. The protein sequence of the target gene is MAVMKNYLLPILVLFLAYYYYSTNEEFRPEMLQGKKVIVTGASKGIGREMAYHLSKMGAHVVLTARSEEGLQKVVSRCLELGAASAHYIAGTMEDMTFAEQFIVKAGKLMGGLDMLILNHITQTSLSLFHDDIHSVRRVMEVNFLSYVVMSTAALPMLKQSNGSIAVISSLAGKMTQPMIAPYSASKFALDGFFSTIRTELYITKVNVSITLCVLGLIDTETAMKEISGIINAQASPKEECALEIIKGTALRKSEVYYDKSPLTPILLGNPGRKIMEFFSLRYYNKDMFVSN. Result: 0 (no interaction).